From a dataset of Forward reaction prediction with 1.9M reactions from USPTO patents (1976-2016). Predict the product of the given reaction. (1) Given the reactants [S:1]1[CH:5]=[CH:4][C:3]([C:6]2[C:11]([OH:12])=[CH:10][CH:9]=[CH:8][N:7]=2)=[CH:2]1.Br[CH2:14][C:15]([O:17][CH3:18])=[O:16].C(=O)([O-])[O-].[Cs+].[Cs+].O, predict the reaction product. The product is: [S:1]1[CH:5]=[CH:4][C:3]([C:6]2[C:11]([O:12][CH2:14][C:15]([O:17][CH3:18])=[O:16])=[CH:10][CH:9]=[CH:8][N:7]=2)=[CH:2]1. (2) The product is: [Cl:1][C:2]1[CH:3]=[C:4]([NH:9][CH2:10][CH2:11][NH:21][C:18]2[CH:19]=[CH:20][C:15]([O:14][CH3:13])=[C:16]([O:22][CH2:23][CH2:24][N:25]3[CH2:26][CH2:27][CH2:28][CH2:29][CH2:30]3)[CH:17]=2)[CH:5]=[CH:6][C:7]=1[Cl:8]. Given the reactants [Cl:1][C:2]1[CH:3]=[C:4]([NH:9][CH2:10][CH2:11]O)[CH:5]=[CH:6][C:7]=1[Cl:8].[CH3:13][O:14][C:15]1[CH:20]=[CH:19][C:18]([NH2:21])=[CH:17][C:16]=1[O:22][CH2:23][CH2:24][N:25]1[CH2:30][CH2:29][CH2:28][CH2:27][CH2:26]1, predict the reaction product. (3) Given the reactants [Br:1][C:2]1[CH:9]=[C:8]([C:10]([F:13])([F:12])[F:11])[CH:7]=[CH:6][C:3]=1[CH:4]=[O:5].[C:14](O)(C(F)(F)F)=O.[CH2:21]([OH:25])[CH2:22][CH:23]=C.[OH-].[Na+].[Li+].[OH-], predict the reaction product. The product is: [Br:1][C:2]1[CH:9]=[C:8]([C:10]([F:11])([F:12])[F:13])[CH:7]=[CH:6][C:3]=1[CH:4]1[CH2:14][CH:21]([OH:25])[CH2:22][CH2:23][O:5]1. (4) The product is: [CH2:1]([C@:8]1([CH3:24])[N:12]([CH3:26])[C:11](=[O:13])[N:10]([CH2:14][C:15](=[O:22])[C:16]2[CH:17]=[CH:18][CH:19]=[CH:20][CH:21]=2)[C:9]1=[O:23])[C:2]1[CH:3]=[CH:4][CH:5]=[CH:6][CH:7]=1. Given the reactants [CH2:1]([C@:8]1([CH3:24])[NH:12][C:11](=[O:13])[N:10]([CH2:14][C:15](=[O:22])[C:16]2[CH:21]=[CH:20][CH:19]=[CH:18][CH:17]=2)[C:9]1=[O:23])[C:2]1[CH:7]=[CH:6][CH:5]=[CH:4][CH:3]=1.I[CH3:26], predict the reaction product. (5) The product is: [CH3:54][N:4]([CH3:3])[CH2:5][C:6]([N:8]1[C:16]2[C:11](=[CH:12][C:13]([O:52][CH3:53])=[C:14]([NH:17][C:18]3[NH:23][C:22]4=[N:24][CH:25]=[CH:26][C:21]4=[C:20]([NH:37][C:38]4[C:39]([C:48]([NH:50][CH3:51])=[O:49])=[CH:40][C:41]5[C:46]([CH:47]=4)=[CH:45][CH:44]=[CH:43][CH:42]=5)[N:19]=3)[CH:15]=2)[CH2:10][CH2:9]1)=[O:7]. Given the reactants CN.[CH3:3][N:4]([CH3:54])[CH2:5][C:6]([N:8]1[C:16]2[C:11](=[CH:12][C:13]([O:52][CH3:53])=[C:14]([NH:17][C:18]3[N:19]=[C:20]([NH:37][C:38]4[C:39]([C:48]([NH:50][CH3:51])=[O:49])=[CH:40][C:41]5[C:46]([CH:47]=4)=[CH:45][CH:44]=[CH:43][CH:42]=5)[C:21]4[CH:26]=[CH:25][N:24](S(C5C=CC(C)=CC=5)(=O)=O)[C:22]=4[N:23]=3)[CH:15]=2)[CH2:10][CH2:9]1)=[O:7].C[O-].[Na+].[Na+].[Cl-], predict the reaction product. (6) Given the reactants [CH3:1][O:2][C:3]1[N:4]=[N:5][C:6]([C:12]2[CH:17]=[CH:16][N:15]=[CH:14][CH:13]=2)=[CH:7][C:8]=1[CH:9]([OH:11])[CH3:10].CC(OI1(OC(C)=O)(OC(C)=O)OC(=O)C2C=CC=CC1=2)=O, predict the reaction product. The product is: [CH3:1][O:2][C:3]1[N:4]=[N:5][C:6]([C:12]2[CH:17]=[CH:16][N:15]=[CH:14][CH:13]=2)=[CH:7][C:8]=1[C:9](=[O:11])[CH3:10]. (7) Given the reactants [CH2:1]([O:5][C:6]1[CH:11]=[CH:10][C:9]([S:12]([NH:15][C@H:16]([C:20]([S:23][CH2:24][CH2:25][CH2:26][OH:27])([CH3:22])[CH3:21])[C:17]([OH:19])=[O:18])(=[O:14])=[O:13])=[CH:8][CH:7]=1)[C:2]#[C:3][CH3:4].[C:28](Br)([CH3:31])([CH3:30])[CH3:29].C(=O)([O-])[O-].[K+].[K+], predict the reaction product. The product is: [CH2:1]([O:5][C:6]1[CH:11]=[CH:10][C:9]([S:12]([NH:15][C@H:16]([C:20]([S:23][CH2:24][CH2:25][CH2:26][OH:27])([CH3:21])[CH3:22])[C:17]([O:19][C:28]([CH3:31])([CH3:30])[CH3:29])=[O:18])(=[O:14])=[O:13])=[CH:8][CH:7]=1)[C:2]#[C:3][CH3:4]. (8) Given the reactants [CH2:1]([O:8][C:9]1[CH:14]=[CH:13][C:12](Br)=[C:11]([CH3:16])[CH:10]=1)[C:2]1[CH:7]=[CH:6][CH:5]=[CH:4][CH:3]=1.C(N(C(C)C)C(C)C)C.[C:26]([O:30][CH3:31])(=[O:29])[CH:27]=[CH2:28].C1(C)C=CC=CC=1P(C1C=CC=CC=1C)C1C=CC=CC=1C, predict the reaction product. The product is: [CH3:31][O:30][C:26](=[O:29])[CH:27]=[CH:28][C:12]1[CH:13]=[CH:14][C:9]([O:8][CH2:1][C:2]2[CH:7]=[CH:6][CH:5]=[CH:4][CH:3]=2)=[CH:10][C:11]=1[CH3:16].